Dataset: Full USPTO retrosynthesis dataset with 1.9M reactions from patents (1976-2016). Task: Predict the reactants needed to synthesize the given product. Given the product [Br:33][C:34]1[N:39]=[C:38]([C:40]2[NH:41][C:8](=[O:9])[C:6]3[C:24]([CH:25]=2)=[CH:2][C:3]([O:10][CH3:11])=[CH:4][C:5]=3[O:45][CH3:44])[CH:37]=[CH:36][CH:35]=1, predict the reactants needed to synthesize it. The reactants are: Br[C:2]1N=[C:6]([CH:8]=[O:9])[CH:5]=[CH:4][C:3]=1[O:10][CH2:11]CO[Si](C(C)(C)C)(C)C.[Li]CC[CH2:24][CH3:25].C(NC(C)C)(C)C.[Br:33][C:34]1[N:39]=[C:38]([C:40]#[N:41])[CH:37]=[CH:36][CH:35]=1.C1C[O:45][CH2:44]C1.